This data is from Peptide-MHC class II binding affinity with 134,281 pairs from IEDB. The task is: Regression. Given a peptide amino acid sequence and an MHC pseudo amino acid sequence, predict their binding affinity value. This is MHC class II binding data. The peptide sequence is DQGCSSALGSGPYGA. The MHC is DRB1_1301 with pseudo-sequence DRB1_1301. The binding affinity (normalized) is 0.